This data is from Reaction yield outcomes from USPTO patents with 853,638 reactions. The task is: Predict the reaction yield, written as a fraction of the theoretical maximum amount of product (1.0 means a 100% yield; for example, 0.34 means a 34% yield). The reactants are [Br-].[CH2:2]([O:4][C:5](=[O:10])[CH2:6][CH2:7][CH2:8][Zn+])[CH3:3].Cl[C:12]1[N:17]=[C:16]([Cl:18])[CH:15]=[C:14]([N:19]2[CH2:24][CH2:23][O:22][CH2:21][CH2:20]2)[N:13]=1. The catalyst is C1COCC1.[CH2-]C1C=CC=CC=1.C1C=CC(P(C2C=CC=CC=2)C2C=CC=CC=2)=CC=1.C1C=CC(P(C2C=CC=CC=2)C2C=CC=CC=2)=CC=1.Cl[Pd+]. The product is [Cl:18][C:16]1[CH:15]=[C:14]([N:19]2[CH2:24][CH2:23][O:22][CH2:21][CH2:20]2)[N:13]=[C:12]([CH2:8][CH2:7][CH2:6][C:5]([O:4][CH2:2][CH3:3])=[O:10])[N:17]=1. The yield is 0.330.